This data is from Reaction yield outcomes from USPTO patents with 853,638 reactions. The task is: Predict the reaction yield, written as a fraction of the theoretical maximum amount of product (1.0 means a 100% yield; for example, 0.34 means a 34% yield). (1) The reactants are [OH:1][C:2]1[N:3]=[CH:4][C:5]2[C:10]([C:11]=1[C:12]([O:14][CH2:15][CH3:16])=[O:13])=[CH:9][CH:8]=[CH:7][CH:6]=2.[C:17]1(P(C2C=CC=CC=2)C2C=CC=CC=2)C=CC=C[CH:18]=1.C(O)C.CC(OC(/N=N/C(OC(C)C)=O)=O)C. The catalyst is C1COCC1. The product is [CH2:17]([O:1][C:2]1[N:3]=[CH:4][C:5]2[C:10]([C:11]=1[C:12]([O:14][CH2:15][CH3:16])=[O:13])=[CH:9][CH:8]=[CH:7][CH:6]=2)[CH3:18]. The yield is 0.760. (2) The reactants are [N+:1]([C:4]1[CH:10]=[CH:9][C:8]([C:11]2[S:12][CH:13]=[CH:14][CH:15]=2)=[CH:7][C:5]=1[NH2:6])([O-:3])=[O:2].Cl[C:17](Cl)([O:19]C(=O)OC(Cl)(Cl)Cl)Cl.[OH:28][CH2:29][CH:30]1[CH2:33][N:32]([C:34]([O:36][C:37]([CH3:40])([CH3:39])[CH3:38])=[O:35])[CH2:31]1. The catalyst is ClCCl. The product is [N+:1]([C:4]1[CH:10]=[CH:9][C:8]([C:11]2[S:12][CH:13]=[CH:14][CH:15]=2)=[CH:7][C:5]=1[NH:6][C:17]([O:28][CH2:29][CH:30]1[CH2:33][N:32]([C:34]([O:36][C:37]([CH3:40])([CH3:39])[CH3:38])=[O:35])[CH2:31]1)=[O:19])([O-:3])=[O:2]. The yield is 0.850.